This data is from Full USPTO retrosynthesis dataset with 1.9M reactions from patents (1976-2016). The task is: Predict the reactants needed to synthesize the given product. (1) Given the product [Br:3][C:4]1[CH:16]=[CH:15][C:14]2[C:13]3[C:8]([C:7]4([CH:28]=[C:29]5[C:21]([CH:20]=[CH:19][CH:18]=[CH:30]5)=[CH:22]4)[C:6]=2[CH:5]=1)=[CH:9][CH:10]=[CH:11][CH:12]=3, predict the reactants needed to synthesize it. The reactants are: [OH-].[Na+].[Br:3][C:4]1[CH:16]=[CH:15][C:14]2[C:13]3[C:8](=[CH:9][CH:10]=[CH:11][CH:12]=3)[CH2:7][C:6]=2[CH:5]=1.Br[C:18]1[CH:30]=[C:29]2[C:21]([C:22]3C=CC([C:19]4[CH:18]=[CH:30][C:29]5[C:28]6C(=CC=CC=6)[C:22](CCCCCCCC)(CCCCCCCC)[C:21]=5[CH:20]=4)=CC=3[C:28]2(CCCCCCCC)CCCCCCCC)=[CH:20][CH:19]=1.O. (2) Given the product [NH:20]1[C:28]2[C:23](=[CH:24][CH:25]=[CH:26][CH:27]=2)[CH:22]=[C:21]1[CH2:29][N:4]1[CH2:3][CH2:2][N:1]([C:7]2[CH:8]=[CH:9][C:10]3[N:11]([C:13]([C:16]([F:17])([F:18])[F:19])=[N:14][N:15]=3)[N:12]=2)[CH2:6][CH2:5]1, predict the reactants needed to synthesize it. The reactants are: [N:1]1([C:7]2[CH:8]=[CH:9][C:10]3[N:11]([C:13]([C:16]([F:19])([F:18])[F:17])=[N:14][N:15]=3)[N:12]=2)[CH2:6][CH2:5][NH:4][CH2:3][CH2:2]1.[NH:20]1[C:28]2[C:23](=[CH:24][CH:25]=[CH:26][CH:27]=2)[CH:22]=[C:21]1[CH:29]=O.